Predict which catalyst facilitates the given reaction. From a dataset of Catalyst prediction with 721,799 reactions and 888 catalyst types from USPTO. (1) Reactant: [Cl:1][C:2]1[CH:3]=[C:4]([CH:6]=[CH:7][C:8]=1[F:9])[NH2:5].[CH2:10]([O:12][C:13]([C:15]1[CH:19]=[CH:18][N:17]([CH:20]([CH3:22])[CH3:21])[C:16]=1[CH:23](Cl)[C:24]1[CH:29]=[CH:28][C:27]([C:30]#[N:31])=[CH:26][CH:25]=1)=[O:14])[CH3:11].CCN(CC)CC. Product: [CH2:10]([O:12][C:13]([C:15]1[CH:19]=[CH:18][N:17]([CH:20]([CH3:22])[CH3:21])[C:16]=1[CH:23]([NH:5][C:4]1[CH:6]=[CH:7][C:8]([F:9])=[C:2]([Cl:1])[CH:3]=1)[C:24]1[CH:29]=[CH:28][C:27]([C:30]#[N:31])=[CH:26][CH:25]=1)=[O:14])[CH3:11]. The catalyst class is: 25. (2) The catalyst class is: 207. Reactant: [CH2:1]([N:8]1[C:12]([CH2:13][CH2:14][C:15](OCC)=[O:16])=[CH:11][C:10]([O:20][CH:21]([CH3:23])[CH3:22])=[N:9]1)[C:2]1[CH:7]=[CH:6][CH:5]=[CH:4][CH:3]=1.[H-].C([Al+]CC(C)C)C(C)C.C(O)C.[Cl-].[NH4+]. Product: [CH2:1]([N:8]1[C:12]([CH2:13][CH2:14][CH2:15][OH:16])=[CH:11][C:10]([O:20][CH:21]([CH3:23])[CH3:22])=[N:9]1)[C:2]1[CH:3]=[CH:4][CH:5]=[CH:6][CH:7]=1. (3) Product: [CH3:16][N:17]1[C:21]([C:2]2[S:6][CH:5]=[C:4]([C:7]([OH:9])=[O:8])[CH:3]=2)=[CH:20][CH:19]=[N:18]1. Reactant: Br[C:2]1[S:6][CH:5]=[C:4]([C:7]([OH:9])=[O:8])[CH:3]=1.C([O-])([O-])=O.[K+].[K+].[CH3:16][N:17]1[C:21](B2OC(C)(C)C(C)(C)O2)=[CH:20][CH:19]=[N:18]1.CC1(C)COB(C2N(C)N=CC=2)OC1. The catalyst class is: 70. (4) Reactant: [OH-].[Na+].Cl.Cl.[CH3:5][N:6]1[C:10]2[CH:11]=[C:12]([O:15][C:16]3[CH:21]=[CH:20][CH:19]=[C:18]([N:22]4[CH2:27][CH2:26][O:25][CH2:24][CH2:23]4)[CH:17]=3)[CH:13]=[CH:14][C:9]=2[N:8]=[C:7]1[CH2:28][O:29][C:30]1[CH:31]=[C:32]([CH:37]=[CH:38][CH:39]=1)[C:33]([O:35]C)=[O:34].Cl. Product: [CH3:5][N:6]1[C:10]2[CH:11]=[C:12]([O:15][C:16]3[CH:21]=[CH:20][CH:19]=[C:18]([N:22]4[CH2:23][CH2:24][O:25][CH2:26][CH2:27]4)[CH:17]=3)[CH:13]=[CH:14][C:9]=2[N:8]=[C:7]1[CH2:28][O:29][C:30]1[CH:31]=[C:32]([CH:37]=[CH:38][CH:39]=1)[C:33]([OH:35])=[O:34]. The catalyst class is: 12. (5) Reactant: [CH3:1][C:2]1=[C:3]([CH3:9])[C:4]([O:6][C:7]1=[O:8])=O.[NH2:10][C:11]1[CH:19]=[CH:18][C:14]([C:15]([OH:17])=[O:16])=[CH:13][CH:12]=1.C([O-])(=O)C.[Na+].C(OC(=O)C)(=O)C. Product: [C:15]([C:14]1[CH:18]=[CH:19][C:11]([N:10]2[C:4](=[O:6])[C:3]([CH3:9])=[C:2]([CH3:1])[C:7]2=[O:8])=[CH:12][CH:13]=1)([OH:17])=[O:16]. The catalyst class is: 21.